Dataset: Peptide-MHC class II binding affinity with 134,281 pairs from IEDB. Task: Regression. Given a peptide amino acid sequence and an MHC pseudo amino acid sequence, predict their binding affinity value. This is MHC class II binding data. The MHC is HLA-DQA10401-DQB10402 with pseudo-sequence HLA-DQA10401-DQB10402. The binding affinity (normalized) is 0.455. The peptide sequence is INEPTAAAIAYVLDR.